Dataset: Forward reaction prediction with 1.9M reactions from USPTO patents (1976-2016). Task: Predict the product of the given reaction. (1) The product is: [CH3:19][O:18][C:16]1[CH:15]=[C:11]([CH:10]=[C:9]([O:8][CH3:7])[CH:17]=1)[CH2:12][OH:13]. Given the reactants [H-].[Al+3].[Li+].[H-].[H-].[H-].[CH3:7][O:8][C:9]1[CH:10]=[C:11]([CH:15]=[C:16]([O:18][CH3:19])[CH:17]=1)[C:12](O)=[O:13], predict the reaction product. (2) Given the reactants [O:1]=[C:2]1[NH:6][C:5](=[O:7])/[C:4](=[CH:8]\[C:9]2[CH:28]=[CH:27][C:12]([O:13][CH2:14][CH2:15][O:16][C:17]3[CH:26]=[CH:25][C:20]([C:21]([O:23]C)=[O:22])=[CH:19][CH:18]=3)=[CH:11][CH:10]=2)/[S:3]1.CO.O.[OH-].[Li+].Cl, predict the reaction product. The product is: [O:1]=[C:2]1[NH:6][C:5](=[O:7])/[C:4](=[CH:8]\[C:9]2[CH:10]=[CH:11][C:12]([O:13][CH2:14][CH2:15][O:16][C:17]3[CH:26]=[CH:25][C:20]([C:21]([OH:23])=[O:22])=[CH:19][CH:18]=3)=[CH:27][CH:28]=2)/[S:3]1.